This data is from Full USPTO retrosynthesis dataset with 1.9M reactions from patents (1976-2016). The task is: Predict the reactants needed to synthesize the given product. (1) Given the product [CH3:20][O:19][C:5]1[CH:4]=[C:3]([CH2:1][NH:26][CH2:21][CH2:22][CH2:23][CH2:24][CH3:25])[CH:18]=[CH:17][C:6]=1[O:7][C:8]1[CH:16]=[CH:15][C:11]([C:12]([NH2:14])=[O:13])=[CH:10][N:9]=1, predict the reactants needed to synthesize it. The reactants are: [CH:1]([C:3]1[CH:18]=[CH:17][C:6]([O:7][C:8]2[CH:16]=[CH:15][C:11]([C:12]([NH2:14])=[O:13])=[CH:10][N:9]=2)=[C:5]([O:19][CH3:20])[CH:4]=1)=O.[CH2:21]([NH2:26])[CH2:22][CH2:23][CH2:24][CH3:25]. (2) Given the product [NH2:22][C:25]1[NH:26][C:27]([C:31]([NH:1][CH2:2][C:3]2[CH:8]=[CH:7][C:6]([CH2:9][CH3:10])=[C:5]([O:11][C:12]3[CH:13]=[C:14]([C:15]#[N:16])[CH:17]=[C:18]([Cl:20])[CH:19]=3)[C:4]=2[F:21])=[O:32])=[C:28]([Cl:30])[N:29]=1, predict the reactants needed to synthesize it. The reactants are: [NH2:1][CH2:2][C:3]1[C:4]([F:21])=[C:5]([O:11][C:12]2[CH:13]=[C:14]([CH:17]=[C:18]([Cl:20])[CH:19]=2)[C:15]#[N:16])[C:6]([CH2:9][CH3:10])=[CH:7][CH:8]=1.[N:22]([C:25]1[NH:26][C:27]([C:31](O)=[O:32])=[C:28]([Cl:30])[N:29]=1)=[N+]=[N-].C(Cl)CCl.C1C=CC2N(O)N=NC=2C=1.C([O-])(O)=O.[Na+]. (3) Given the product [CH3:25][O:24][C:22](=[O:23])[CH:21]([N:32]1[CH:31]=[CH:35][CH:34]=[CH:33]1)[CH2:38][C:39]1[O:43][N:42]=[C:41]([O:44][CH2:45][CH2:46][C:47]2[N:48]=[C:49]([C:53]3[CH:58]=[CH:57][CH:56]=[CH:55][CH:54]=3)[O:50][C:51]=2[CH3:52])[CH:40]=1, predict the reactants needed to synthesize it. The reactants are: C(OC1C=CC(C2C=CSC=2C[CH2:21][C:22]([O:24][CH2:25]C)=[O:23])=CC=1)C1C=CC=CC=1.COC(=O)C[C:31]1[NH:32][CH:33]=[CH:34][CH:35]=1.Br[CH2:38][C:39]1[O:43][N:42]=[C:41]([O:44][CH2:45][CH2:46][C:47]2[N:48]=[C:49]([C:53]3[CH:58]=[CH:57][CH:56]=[CH:55][CH:54]=3)[O:50][C:51]=2[CH3:52])[CH:40]=1. (4) Given the product [Cl:1][C:2]1[N:10]=[C:9]2[C:5]([N:6]=[CH:7][N:8]2[C@@H:11]2[CH2:15][C@H:14]([NH:16][C:17](=[O:20])[CH2:18][CH3:19])[C@@H:13]([OH:21])[C@H:12]2[OH:22])=[C:4]([NH:39][CH2:38][CH:37]([C:31]2[CH:36]=[CH:35][CH:34]=[CH:33][CH:32]=2)[C:40]2[CH:45]=[CH:44][CH:43]=[CH:42][CH:41]=2)[N:3]=1, predict the reactants needed to synthesize it. The reactants are: [Cl:1][C:2]1[N:10]=[C:9]2[C:5]([N:6]=[CH:7][N:8]2[C@@H:11]2[CH2:15][C@H:14]([NH:16][C:17](=[O:20])[CH2:18][CH3:19])[C@@H:13]([OH:21])[C@H:12]2[OH:22])=[C:4](Cl)[N:3]=1.C(NC(C)C)(C)C.[C:31]1([CH:37]([C:40]2[CH:45]=[CH:44][CH:43]=[CH:42][CH:41]=2)[CH2:38][NH2:39])[CH:36]=[CH:35][CH:34]=[CH:33][CH:32]=1. (5) The reactants are: [NH3:1].C(Cl)Cl.C1COCC1.Cl.[CH2:11]([NH2:14])[CH2:12][CH3:13].[N:15]1[CH:20]=[CH:19][CH:18]=[CH:17][CH:16]=1. Given the product [NH2:14][C:11]1[C:12]2[C:20](=[CH:19][CH:18]=[CH:17][CH:13]=2)[N:15]=[CH:16][N:1]=1.[NH3:14], predict the reactants needed to synthesize it.